Dataset: Forward reaction prediction with 1.9M reactions from USPTO patents (1976-2016). Task: Predict the product of the given reaction. Given the reactants I[C:2]1[CH:7]=[CH:6][C:5]([C:8](=[O:10])[CH3:9])=[CH:4][CH:3]=1.BrC1C=CC(C(=[O:20])C)=CC=1.[OH-].[Cs+], predict the reaction product. The product is: [OH:20][C:2]1[CH:7]=[CH:6][C:5]([C:8](=[O:10])[CH3:9])=[CH:4][CH:3]=1.